Dataset: Full USPTO retrosynthesis dataset with 1.9M reactions from patents (1976-2016). Task: Predict the reactants needed to synthesize the given product. (1) Given the product [C:18]([C:22]1[CH:23]=[CH:24][C:25]([CH:28]=[CH:29][C:30]([NH:1][C@@H:2]([C:4]2[CH:9]=[C:8]([CH:10]=[CH2:11])[C:7]([NH:12][S:13]([CH3:16])(=[O:15])=[O:14])=[C:6]([F:17])[CH:5]=2)[CH3:3])=[O:31])=[CH:26][CH:27]=1)([CH3:21])([CH3:19])[CH3:20], predict the reactants needed to synthesize it. The reactants are: [NH2:1][CH:2]([C:4]1[CH:9]=[C:8]([CH:10]=[CH2:11])[C:7]([NH:12][S:13]([CH3:16])(=[O:15])=[O:14])=[C:6]([F:17])[CH:5]=1)[CH3:3].[C:18]([C:22]1[CH:27]=[CH:26][C:25]([CH:28]=[CH:29][C:30](O)=[O:31])=[C:24](NCCC(C)C)[CH:23]=1)([CH3:21])([CH3:20])[CH3:19].CCOC(OC(OCC)=O)=O. (2) Given the product [O:33]1[C:38]2[CH:39]=[CH:40][C:41]([CH2:18][NH:19][C@H:20]3[CH2:21][CH2:22][C@H:23]([C:26]([C:11]4[S:12][C:8]5[CH:7]=[CH:6][CH:5]=[C:4]([O:3][CH2:1][CH3:2])[C:9]=5[N:10]=4)=[O:31])[CH2:24][CH2:25]3)=[CH:42][C:37]=2[O:36][CH2:35][CH2:34]1, predict the reactants needed to synthesize it. The reactants are: [CH2:1]([O:3][C:4]1[C:9]2[N:10]=[CH:11][S:12][C:8]=2[CH:7]=[CH:6][CH:5]=1)[CH3:2].C(O[C:18](=O)[NH:19][C@H:20]1[CH2:25][CH2:24][C@H:23]([C:26](=[O:31])N(OC)C)[CH2:22][CH2:21]1)(C)(C)C.[O:33]1[C:38]2[CH:39]=[CH:40][C:41](C=O)=[CH:42][C:37]=2[O:36][CH2:35][CH2:34]1.